Task: Predict the reaction yield, written as a fraction of the theoretical maximum amount of product (1.0 means a 100% yield; for example, 0.34 means a 34% yield).. Dataset: Reaction yield outcomes from USPTO patents with 853,638 reactions (1) The reactants are [NH2:1][C:2]1[CH:3]=[C:4]2[C:8](=[CH:9][C:10]=1[N+:11]([O-:13])=[O:12])[C:7](=[O:14])[NH:6][C:5]2=[O:15].N[CH2:17][C@@H:18]([OH:21])[CH2:19][OH:20].N1C=CN=C1. The catalyst is C(O)CCCC. The product is [NH2:1][C:2]1[CH:3]=[C:4]2[C:8](=[CH:9][C:10]=1[N+:11]([O-:13])=[O:12])[C:7](=[O:14])[N:6]([CH2:17][C@@H:18]([OH:21])[CH2:19][OH:20])[C:5]2=[O:15]. The yield is 0.830. (2) The yield is 0.540. The reactants are C(=O)([O-])[O-].[Cs+].[Cs+].Br[C:8]1[CH:17]=[C:16]2[C:11]([CH2:12][CH2:13][CH2:14][C:15]2=[O:18])=[CH:10][CH:9]=1.[F:19][C:20]1[CH:21]=[C:22](B(O)O)[CH:23]=[CH:24][CH:25]=1.C1(C)C=CC=CC=1. The product is [F:19][C:20]1[CH:25]=[C:24]([C:8]2[CH:17]=[C:16]3[C:11]([CH2:12][CH2:13][CH2:14][C:15]3=[O:18])=[CH:10][CH:9]=2)[CH:23]=[CH:22][CH:21]=1. The catalyst is C(OCC)(=O)C.C1C=CC([P]([Pd]([P](C2C=CC=CC=2)(C2C=CC=CC=2)C2C=CC=CC=2)([P](C2C=CC=CC=2)(C2C=CC=CC=2)C2C=CC=CC=2)[P](C2C=CC=CC=2)(C2C=CC=CC=2)C2C=CC=CC=2)(C2C=CC=CC=2)C2C=CC=CC=2)=CC=1. (3) The reactants are [OH:1][N:2]=[C:3]([C:15]1[N:19]([CH3:20])[N:18]=[N:17][N:16]=1)[C:4]1[CH:9]=[CH:8][CH:7]=[C:6]([O:10][C:11]([F:14])([F:13])[F:12])[CH:5]=1.C(=O)([O-])[O-].[Cs+].[Cs+].[I-].[K+].Cl.Cl[CH2:31][C:32]1[N:33]=[C:34]([NH2:37])[S:35][CH:36]=1. The catalyst is C(#N)C. The product is [CH3:20][N:19]1[C:15]([C:3](=[N:2][O:1][CH2:31][C:32]2[N:33]=[C:34]([NH2:37])[S:35][CH:36]=2)[C:4]2[CH:9]=[CH:8][CH:7]=[C:6]([O:10][C:11]([F:13])([F:14])[F:12])[CH:5]=2)=[N:16][N:17]=[N:18]1. The yield is 0.790.